This data is from Full USPTO retrosynthesis dataset with 1.9M reactions from patents (1976-2016). The task is: Predict the reactants needed to synthesize the given product. (1) Given the product [S:9]1[CH:10]=[CH:11][CH:12]=[C:8]1[C:6]1[CH:5]=[CH:4][C:3]([NH:13][C:14](=[O:20])[O:15][C:16]([CH3:17])([CH3:19])[CH3:18])=[C:2]([NH:1][C:22](=[O:23])[O:24][CH2:25][CH3:26])[CH:7]=1, predict the reactants needed to synthesize it. The reactants are: [NH2:1][C:2]1[CH:7]=[C:6]([C:8]2[S:9][CH:10]=[CH:11][CH:12]=2)[CH:5]=[CH:4][C:3]=1[NH:13][C:14](=[O:20])[O:15][C:16]([CH3:19])([CH3:18])[CH3:17].Cl[C:22]([O:24][CH2:25][CH3:26])=[O:23]. (2) Given the product [C:30]([C:27]1[CH:28]=[CH:29][C:24]([CH2:23][N:21]2[CH:22]=[C:18]([CH2:17][O:16][C:14]([C:13]3[CH:12]=[CH:11][C:10]([S:9][C:7]([CH3:36])([CH3:8])[C:6]([OH:37])=[O:5])=[CH:35][CH:34]=3)=[O:15])[N:19]=[N:20]2)=[CH:25][CH:26]=1)([CH3:33])([CH3:31])[CH3:32], predict the reactants needed to synthesize it. The reactants are: C([O:5][C:6](=[O:37])[C:7]([CH3:36])([S:9][C:10]1[CH:35]=[CH:34][C:13]([C:14]([O:16][CH2:17][C:18]2[N:19]=[N:20][N:21]([CH2:23][C:24]3[CH:29]=[CH:28][C:27]([C:30]([CH3:33])([CH3:32])[CH3:31])=[CH:26][CH:25]=3)[CH:22]=2)=[O:15])=[CH:12][CH:11]=1)[CH3:8])(C)(C)C.Cl. (3) Given the product [Cl:22][C:13]1[C:12]([CH2:11][S:8][C:6]2[N:5]=[C:4]([OH:9])[CH:3]=[C:2]([CH3:1])[N:7]=2)=[CH:21][C:20]2[C:15](=[CH:16][CH:17]=[CH:18][CH:19]=2)[N:14]=1, predict the reactants needed to synthesize it. The reactants are: [CH3:1][C:2]1[N:7]=[C:6]([SH:8])[N:5]=[C:4]([OH:9])[CH:3]=1.Br[CH2:11][C:12]1[C:13]([Cl:22])=[N:14][C:15]2[C:20]([CH:21]=1)=[CH:19][CH:18]=[CH:17][CH:16]=2.C(N(CC)CC)C. (4) Given the product [F:19][C:16]([F:17])([F:18])[C:13]1[CH:12]=[CH:11][C:10]([CH:9]=[CH:34][O:36][CH:37]2[CH2:42][CH2:41][N:40]([C:43]([O:45][CH2:46][C:47]3[CH:52]=[CH:51][CH:50]=[CH:49][CH:48]=3)=[O:44])[CH2:39][CH2:38]2)=[CH:15][CH:14]=1, predict the reactants needed to synthesize it. The reactants are: [Br-].C1([P+](C2C=CC=CC=2)(C2C=CC=CC=2)[CH2:9][C:10]2[CH:15]=[CH:14][C:13]([C:16]([F:19])([F:18])[F:17])=[CH:12][CH:11]=2)C=CC=CC=1.[H-].[Na+].[CH:34]([O:36][CH:37]1[CH2:42][CH2:41][N:40]([C:43]([O:45][CH2:46][C:47]2[CH:52]=[CH:51][CH:50]=[CH:49][CH:48]=2)=[O:44])[CH2:39][CH2:38]1)=O.O.